From a dataset of Forward reaction prediction with 1.9M reactions from USPTO patents (1976-2016). Predict the product of the given reaction. (1) The product is: [CH:1]1([NH2:7])[CH2:6][CH2:5][CH2:4][CH2:3][CH2:2]1.[C:8]([O:12][C:13](=[O:28])[CH2:14][C@@H:15]([CH2:19][CH2:20][CH2:21][C:22]1[CH:23]=[CH:24][CH:25]=[CH:26][CH:27]=1)[C:16]([OH:18])=[O:17])([CH3:11])([CH3:9])[CH3:10]. Given the reactants [CH:1]1([NH2:7])[CH2:6][CH2:5][CH2:4][CH2:3][CH2:2]1.[C:8]([O:12][C:13](=[O:28])[CH2:14]/[C:15](=[CH:19]\[CH2:20][CH2:21][C:22]1[CH:27]=[CH:26][CH:25]=[CH:24][CH:23]=1)/[C:16]([OH:18])=[O:17])([CH3:11])([CH3:10])[CH3:9], predict the reaction product. (2) Given the reactants Br[C:2]1[C:14](=[O:15])[N:13]([CH2:16][CH:17]2[CH2:22][CH2:21][N:20]([C:23]([O:25][C:26]([CH3:29])([CH3:28])[CH3:27])=[O:24])[CH2:19][CH2:18]2)[C:5]2[N:6]=[C:7]([NH:10][CH2:11][CH3:12])[N:8]=[CH:9][C:4]=2[CH:3]=1.[Cl:30][C:31]1[CH:36]=[C:35]([C:37]2[CH:42]=[N:41][CH:40]=[C:39]([CH3:43])[N:38]=2)[CH:34]=[CH:33][C:32]=1B(O)O.C([O-])([O-])=O.[Cs+].[Cs+], predict the reaction product. The product is: [Cl:30][C:31]1[CH:36]=[C:35]([C:37]2[CH:42]=[N:41][CH:40]=[C:39]([CH3:43])[N:38]=2)[CH:34]=[CH:33][C:32]=1[C:2]1[C:14](=[O:15])[N:13]([CH2:16][CH:17]2[CH2:18][CH2:19][N:20]([C:23]([O:25][C:26]([CH3:29])([CH3:28])[CH3:27])=[O:24])[CH2:21][CH2:22]2)[C:5]2[N:6]=[C:7]([NH:10][CH2:11][CH3:12])[N:8]=[CH:9][C:4]=2[CH:3]=1. (3) Given the reactants Br[CH2:2][C:3]1[CH:4]=[C:5]([CH:10]=[CH:11][CH:12]=1)[C:6]([O:8][CH3:9])=[O:7].[Br:13][C:14]1[CH:15]=[C:16]([C:20]2([CH3:27])[NH:24][C:23](=[O:25])[NH:22][C:21]2=[O:26])[CH:17]=[CH:18][CH:19]=1.C(=O)([O-])[O-].[K+].[K+], predict the reaction product. The product is: [CH3:9][O:8][C:6](=[O:7])[C:5]1[CH:10]=[CH:11][CH:12]=[C:3]([CH2:2][N:22]2[C:21](=[O:26])[C:20]([C:16]3[CH:17]=[CH:18][CH:19]=[C:14]([Br:13])[CH:15]=3)([CH3:27])[NH:24][C:23]2=[O:25])[CH:4]=1. (4) The product is: [CH2:21]([CH:20]1[C:15]([C:12]2[CH:13]=[CH:14][C:9]([OH:8])=[CH:10][CH:11]=2)=[C:16]([C:31]2[CH:32]=[CH:33][C:34]([O:37][CH2:38][CH2:39][N:40]3[CH2:41][CH2:42][CH2:43][CH2:44][CH2:45]3)=[CH:35][CH:36]=2)[CH2:17][CH:18]([CH2:24][OH:25])[CH:19]1[CH3:23])[CH3:22]. Given the reactants C([O:8][C:9]1[CH:14]=[CH:13][C:12]([CH:15]2[CH:20]([CH2:21][CH3:22])[CH:19]([CH3:23])[CH:18]([CH2:24][O:25][Si](C)(C)C)[CH2:17][C:16]2([C:31]2[CH:36]=[CH:35][C:34]([O:37][CH2:38][CH2:39][N:40]3[CH2:45][CH2:44][CH2:43][CH2:42][CH2:41]3)=[CH:33][CH:32]=2)O)=[CH:11][CH:10]=1)C1C=CC=CC=1, predict the reaction product. (5) Given the reactants [Br:1][C:2]1[CH:3]=[C:4]2[C:8](=[N:9][CH:10]=1)[NH:7][CH:6]=[CH:5]2.[Al+3].[Cl-].[Cl-].[Cl-].ClC(Cl)(Cl)[C:17](Cl)=[O:18].[OH2:22], predict the reaction product. The product is: [Br:1][C:2]1[CH:3]=[C:4]2[C:5]([C:17]([OH:18])=[O:22])=[CH:6][NH:7][C:8]2=[N:9][CH:10]=1.